This data is from Reaction yield outcomes from USPTO patents with 853,638 reactions. The task is: Predict the reaction yield, written as a fraction of the theoretical maximum amount of product (1.0 means a 100% yield; for example, 0.34 means a 34% yield). (1) The reactants are C(N(CC)C(C)C)(C)C.[F:10][C:11]1[CH:12]=[C:13]([C:18]2[CH:23]=[CH:22][C:21]([C:24]([OH:26])=O)=[C:20]([N+:27]([O-:29])=[O:28])[CH:19]=2)[CH:14]=[CH:15][C:16]=1[F:17].Cl.[CH3:31][C:32]([O:35][C@H:36]([CH3:43])[C@@H:37]([C:39]([O:41][CH3:42])=[O:40])[NH2:38])([CH3:34])[CH3:33].CN(C(ON1N=NC2C=CC=NC1=2)=[N+](C)C)C.F[P-](F)(F)(F)(F)F.C([O-])(O)=O.[Na+]. The catalyst is C(Cl)Cl.CN(C=O)C.C(OCC)(=O)C. The product is [F:10][C:11]1[CH:12]=[C:13]([C:18]2[CH:23]=[CH:22][C:21]([C:24]([NH:38][C@H:37]([C:39]([O:41][CH3:42])=[O:40])[C@@H:36]([CH3:43])[O:35][C:32]([CH3:34])([CH3:33])[CH3:31])=[O:26])=[C:20]([N+:27]([O-:29])=[O:28])[CH:19]=2)[CH:14]=[CH:15][C:16]=1[F:17]. The yield is 0.980. (2) The reactants are [N+:1]([O-:4])([O-])=[O:2].[Na+].[Br:6][C:7]1[CH:12]=[C:11]([CH3:13])[CH:10]=[CH:9][C:8]=1[OH:14]. The catalyst is S(=O)(=O)(O)O.O. The product is [Br:6][C:7]1[CH:12]=[C:11]([CH3:13])[CH:10]=[C:9]([N+:1]([O-:4])=[O:2])[C:8]=1[OH:14]. The yield is 0.581. (3) The reactants are [Cl:1][C:2]1[CH:3]=[C:4]([C:9]([C:12]2[N:16]([C:17]3[CH:22]=[CH:21][C:20]([F:23])=[CH:19][CH:18]=3)[C:15](=[S:24])[NH:14][CH:13]=2)([CH3:11])[CH3:10])[CH:5]=[CH:6][C:7]=1[Cl:8].C([O-])([O-])=O.[K+].[K+].[Cl:31][C:32]1[CH:39]=[CH:38][CH:37]=[C:36]([F:40])[C:33]=1[CH2:34]Cl. The catalyst is CC(C)=O. The product is [Cl:31][C:32]1[CH:39]=[CH:38][CH:37]=[C:36]([F:40])[C:33]=1[CH2:34][S:24][C:15]1[N:16]([C:17]2[CH:18]=[CH:19][C:20]([F:23])=[CH:21][CH:22]=2)[C:12]([C:9]([C:4]2[CH:5]=[CH:6][C:7]([Cl:8])=[C:2]([Cl:1])[CH:3]=2)([CH3:11])[CH3:10])=[CH:13][N:14]=1. The yield is 0.330. (4) The reactants are I[C:2]1[C:3]2[S:11][CH:10]=[C:9]([C:12]3[CH:17]=[CH:16][C:15]([O:18][C:19]4[CH:24]=[CH:23][CH:22]=[CH:21][CH:20]=4)=[CH:14][CH:13]=3)[C:4]=2[C:5]([NH2:8])=[N:6][CH:7]=1.[C:25]([O:29][C:30]([CH3:33])([CH3:32])[CH3:31])(=[O:28])[CH:26]=[CH2:27].C(N(CC)CC)C. The catalyst is CN(C=O)C. The product is [NH2:8][C:5]1[C:4]2[C:9]([C:12]3[CH:17]=[CH:16][C:15]([O:18][C:19]4[CH:24]=[CH:23][CH:22]=[CH:21][CH:20]=4)=[CH:14][CH:13]=3)=[CH:10][S:11][C:3]=2[C:2](/[CH:27]=[CH:26]/[C:25]([O:29][C:30]([CH3:33])([CH3:32])[CH3:31])=[O:28])=[CH:7][N:6]=1. The yield is 0.610.